This data is from Full USPTO retrosynthesis dataset with 1.9M reactions from patents (1976-2016). The task is: Predict the reactants needed to synthesize the given product. (1) Given the product [Br:6][C:7]1[CH:16]=[CH:15][C:10]([C:11]([O:13][CH3:14])=[O:12])=[CH:9][C:8]=1[CH3:17], predict the reactants needed to synthesize it. The reactants are: C([O-])(=O)C.[K+].[Br:6][C:7]1[CH:16]=[CH:15][C:10]([C:11]([O:13][CH3:14])=[O:12])=[CH:9][C:8]=1[CH2:17]Br.O.C(OCC)(=O)C. (2) The reactants are: [Br:1][C:2]1[CH:7]=[CH:6][C:5]([CH:8]([CH3:12])[C:9]([OH:11])=O)=[CH:4][CH:3]=1.C(N1C=CN=C1)(N1C=CN=C1)=O.[NH:25]1[CH2:29][CH2:28][CH2:27][CH2:26]1. Given the product [Br:1][C:2]1[CH:3]=[CH:4][C:5]([CH:8]([CH3:12])[C:9]([N:25]2[CH2:29][CH2:28][CH2:27][CH2:26]2)=[O:11])=[CH:6][CH:7]=1, predict the reactants needed to synthesize it.